Dataset: Reaction yield outcomes from USPTO patents with 853,638 reactions. Task: Predict the reaction yield, written as a fraction of the theoretical maximum amount of product (1.0 means a 100% yield; for example, 0.34 means a 34% yield). The reactants are [Cl-].ClC1N(C)CC[NH+]1C.[NH2:10][C:11]1[CH:12]=[N:13][CH:14]=[CH:15][CH:16]=1.C(N(CC)CC)C.[CH3:24][O:25][C:26]1[C:27](=[O:50])[C:28]([CH3:49])=[C:29]([CH2:35][C:36]2[CH:44]=[CH:43][C:39]([C:40](O)=[O:41])=[C:38]([O:45][C:46](=[O:48])[CH3:47])[CH:37]=2)[C:30](=[O:34])[C:31]=1[O:32][CH3:33]. The catalyst is C(Cl)(Cl)Cl.C(Cl)Cl. The product is [N:13]1[CH:14]=[CH:15][CH:16]=[C:11]([NH:10][C:40](=[O:41])[C:39]2[CH:43]=[CH:44][C:36]([CH2:35][C:29]3[C:30](=[O:34])[C:31]([O:32][CH3:33])=[C:26]([O:25][CH3:24])[C:27](=[O:50])[C:28]=3[CH3:49])=[CH:37][C:38]=2[O:45][C:46](=[O:48])[CH3:47])[CH:12]=1. The yield is 0.180.